From a dataset of Forward reaction prediction with 1.9M reactions from USPTO patents (1976-2016). Predict the product of the given reaction. Given the reactants [BH4-].[Li+].[CH3:3][O:4][C:5]1[CH:10]=[C:9]([CH3:11])[C:8]([S:12]([N:15]2[C:23]3[C:18](=[CH:19][CH:20]=[C:21]([C:24](OC)=[O:25])[CH:22]=3)[CH2:17][CH2:16]2)(=[O:14])=[O:13])=[C:7]([CH3:28])[CH:6]=1, predict the reaction product. The product is: [CH3:3][O:4][C:5]1[CH:6]=[C:7]([CH3:28])[C:8]([S:12]([N:15]2[C:23]3[C:18](=[CH:19][CH:20]=[C:21]([CH2:24][OH:25])[CH:22]=3)[CH2:17][CH2:16]2)(=[O:13])=[O:14])=[C:9]([CH3:11])[CH:10]=1.